Dataset: Full USPTO retrosynthesis dataset with 1.9M reactions from patents (1976-2016). Task: Predict the reactants needed to synthesize the given product. Given the product [OH:40][CH2:39][C:38]([NH:37][S:34]([C:29]1[CH:30]=[CH:31][C:32]([CH3:33])=[C:27]([NH:26][C:13]([C:12]2[CH:11]=[N:10][N:9]3[C:4]([CH:1]4[CH2:2][CH2:3]4)=[CH:5][C:6]([C:16]4[CH:17]=[CH:18][C:19]([C:22]([F:25])([F:24])[F:23])=[CH:20][CH:21]=4)=[N:7][C:8]=23)=[O:14])[CH:28]=1)(=[O:36])=[O:35])([CH3:42])[CH3:41], predict the reactants needed to synthesize it. The reactants are: [CH:1]1([C:4]2[N:9]3[N:10]=[CH:11][C:12]([C:13](O)=[O:14])=[C:8]3[N:7]=[C:6]([C:16]3[CH:21]=[CH:20][C:19]([C:22]([F:25])([F:24])[F:23])=[CH:18][CH:17]=3)[CH:5]=2)[CH2:3][CH2:2]1.[NH2:26][C:27]1[CH:28]=[C:29]([S:34]([NH:37][C:38]([CH3:42])([CH3:41])[CH2:39][OH:40])(=[O:36])=[O:35])[CH:30]=[CH:31][C:32]=1[CH3:33].